This data is from Forward reaction prediction with 1.9M reactions from USPTO patents (1976-2016). The task is: Predict the product of the given reaction. (1) Given the reactants Cl.[NH2:2][C@H:3]([CH2:7][O:8][CH3:9])[C@H:4]([OH:6])[CH3:5].C(N(CC)CC)C.[Br:17][C:18]1[C:19](Cl)=[N:20][C:21]([Cl:24])=[N:22][CH:23]=1, predict the reaction product. The product is: [Br:17][C:18]1[C:19]([NH:2][C@H:3]([CH2:7][O:8][CH3:9])[C@H:4]([OH:6])[CH3:5])=[N:20][C:21]([Cl:24])=[N:22][CH:23]=1. (2) Given the reactants [Br:1][CH:2]([CH2:6][C:7]1[N:8]=[CH:9][NH:10][CH:11]=1)[C:3]([OH:5])=[O:4].[CH3:12]O, predict the reaction product. The product is: [Br:1][CH:2]([CH2:6][C:7]1[N:8]=[CH:9][NH:10][CH:11]=1)[C:3]([O:5][CH3:12])=[O:4]. (3) Given the reactants [CH2:1]([C:4]1[S:5][CH:6]=[CH:7][CH:8]=1)[CH2:2][CH3:3].[Cl:9][S:10](O)(=[O:12])=[O:11].P(Cl)(Cl)(Cl)(Cl)Cl, predict the reaction product. The product is: [CH2:1]([C:4]1[S:5][C:6]([S:10]([Cl:9])(=[O:12])=[O:11])=[CH:7][CH:8]=1)[CH2:2][CH3:3]. (4) Given the reactants [CH:1]1[CH:6]=[C:5]2[C:7]([O:9][C:10]3([C:23]4[C:18](=[CH:19][C:20]([OH:25])=[C:21]([Cl:24])[CH:22]=4)[O:17][C:16]4[C:11]3=[CH:12][C:13]([Cl:27])=[C:14]([OH:26])[CH:15]=4)[C:4]2=[CH:3][CH:2]=1)=[O:8].C(O)(=O)C, predict the reaction product. The product is: [Cl:24][C:21]1[C:20]([OH:25])=[CH:19][C:18]2[O:17][C:16]3[C:11](=[CH:12][C:13]([Cl:27])=[C:14]([OH:26])[CH:15]=3)[CH:10]([C:4]3[CH:3]=[CH:2][CH:1]=[CH:6][C:5]=3[C:7]([OH:9])=[O:8])[C:23]=2[CH:22]=1. (5) Given the reactants [CH3:1][C:2]([N:11]1[CH:15]=[C:14]([NH:16][C:17](=[O:23])[CH:18]([NH2:22])[CH2:19][CH2:20][CH3:21])[N:13]=[CH:12]1)([CH3:10])[CH2:3][N:4]1[CH2:9][CH2:8][O:7][CH2:6][CH2:5]1.[F:24][C:25]([F:37])([F:36])[C:26]1[CH:27]=[C:28]([CH2:32][C:33](O)=[O:34])[CH:29]=[CH:30][CH:31]=1, predict the reaction product. The product is: [CH3:1][C:2]([N:11]1[CH:15]=[C:14]([NH:16][C:17](=[O:23])[CH:18]([NH:22][C:33](=[O:34])[CH2:32][C:28]2[CH:29]=[CH:30][CH:31]=[C:26]([C:25]([F:36])([F:24])[F:37])[CH:27]=2)[CH2:19][CH2:20][CH3:21])[N:13]=[CH:12]1)([CH3:10])[CH2:3][N:4]1[CH2:5][CH2:6][O:7][CH2:8][CH2:9]1. (6) Given the reactants [C:1]([O:5][C:6]([N:8]1[CH2:13][CH2:12][CH2:11][CH:10]([C:14](=[S:16])[NH2:15])[CH2:9]1)=[O:7])([CH3:4])([CH3:3])[CH3:2].[Cl:17][CH2:18][C:19]([CH2:21]Cl)=O.[O-]S([O-])(=O)=O.[Mg+2], predict the reaction product. The product is: [C:1]([O:5][C:6]([N:8]1[CH2:13][CH2:12][CH2:11][CH:10]([C:14]2[S:16][CH:21]=[C:19]([CH2:18][Cl:17])[N:15]=2)[CH2:9]1)=[O:7])([CH3:4])([CH3:2])[CH3:3]. (7) Given the reactants [NH2:1][CH2:2][CH2:3][N:4]1[CH2:9][CH2:8][CH2:7][CH:6]([N:10]2[C:21]3=[C:22]4[C:17](=[CH:18][CH:19]=[CH:20]3)[CH:16]=[N:15][CH:14]=[C:13]4[CH2:12][CH2:11]2)[CH2:5]1.[C:23](N1C=CN=C1)([N:25]1[CH:29]=[CH:28]N=C1)=[S:24].NCC[OH:38], predict the reaction product. The product is: [N:10]1([CH:6]2[CH2:7][CH2:8][CH2:9][N:4]([CH2:3][CH2:2][NH:1][C:23]([NH:25][CH2:29][CH2:28][OH:38])=[S:24])[CH2:5]2)[C:21]2=[C:22]3[C:17](=[CH:18][CH:19]=[CH:20]2)[CH:16]=[N:15][CH:14]=[C:13]3[CH2:12][CH2:11]1. (8) Given the reactants [CH3:1][N:2]([CH3:34])[C:3]1[C:12]2[C:7](=[CH:8][CH:9]=[CH:10][CH:11]=2)[C:6]([C@H:13]2[N:17]3[C:18](=[O:30])[N:19]([CH2:22][CH2:23][N:24]4[CH2:29][CH2:28][O:27][CH2:26][CH2:25]4)[C:20](=[O:21])[C:16]43[CH2:31][NH:32][CH2:33][C@H:15]4[CH2:14]2)=[CH:5][CH:4]=1.[CH2:35]([O:37][C:38]1[CH:45]=[CH:44][C:41]([CH:42]=O)=[CH:40][C:39]=1[OH:46])[CH3:36].C(O[BH-](OC(=O)C)OC(=O)C)(=O)C.[Na+], predict the reaction product. The product is: [CH3:1][N:2]([CH3:34])[C:3]1[C:12]2[C:7](=[CH:8][CH:9]=[CH:10][CH:11]=2)[C:6]([C@H:13]2[N:17]3[C:18](=[O:30])[N:19]([CH2:22][CH2:23][N:24]4[CH2:25][CH2:26][O:27][CH2:28][CH2:29]4)[C:20](=[O:21])[C:16]43[CH2:31][N:32]([CH2:42][C:41]3[CH:44]=[CH:45][C:38]([O:37][CH2:35][CH3:36])=[C:39]([OH:46])[CH:40]=3)[CH2:33][C@H:15]4[CH2:14]2)=[CH:5][CH:4]=1. (9) Given the reactants [N+:1]([C:4]1[CH:12]=[CH:11][CH:10]=[CH:9][C:5]=1[CH2:6][CH2:7][OH:8])([O-:3])=[O:2].[S:13](Cl)([C:16]1[CH:22]=[CH:21][C:19]([CH3:20])=[CH:18][CH:17]=1)(=[O:15])=[O:14], predict the reaction product. The product is: [S:13]([C:16]1[CH:22]=[CH:21][C:19]([CH3:20])=[CH:18][CH:17]=1)([O:8][CH2:7][CH2:6][C:5]1[CH:9]=[CH:10][CH:11]=[CH:12][C:4]=1[N+:1]([O-:3])=[O:2])(=[O:15])=[O:14].